The task is: Predict the product of the given reaction.. This data is from Forward reaction prediction with 1.9M reactions from USPTO patents (1976-2016). The product is: [Cl:1][C:2]1[CH:7]=[CH:6][CH:5]=[C:4]([Cl:8])[C:3]=1[NH:9][C:10]1[CH:15]=[CH:14][CH:13]=[CH:12][C:11]=1[CH2:16][C:17]([O:19][C:20]1[CH:21]=[CH:22][C:23]([C:24]([O:26][CH2:27][C:28]([CH2:33][OH:32])([CH3:40])[CH2:29][OH:30])=[O:25])=[CH:41][CH:42]=1)=[O:18]. Given the reactants [Cl:1][C:2]1[CH:7]=[CH:6][CH:5]=[C:4]([Cl:8])[C:3]=1[NH:9][C:10]1[CH:15]=[CH:14][CH:13]=[CH:12][C:11]=1[CH2:16][C:17]([O:19][C:20]1[CH:42]=[CH:41][C:23]([C:24]([O:26][CH2:27][C:28]2([CH3:40])[CH2:33][O:32]C(C3C=CC=CC=3)[O:30][CH2:29]2)=[O:25])=[CH:22][CH:21]=1)=[O:18], predict the reaction product.